From a dataset of Full USPTO retrosynthesis dataset with 1.9M reactions from patents (1976-2016). Predict the reactants needed to synthesize the given product. (1) Given the product [C:1]([NH:9][CH:10]1[C:16](=[O:17])[N:15]2[CH:18]([C:22]([NH:24][CH:25]([CH:26]=[O:31])[CH2:29][C:28]([OH:30])=[O:27])=[O:23])[CH2:19][CH2:20][CH2:21][N:14]2[C:13](=[O:39])[CH2:12][CH2:11]1)(=[O:8])[C:2]1[CH:7]=[CH:6][CH:5]=[CH:4][CH:3]=1, predict the reactants needed to synthesize it. The reactants are: [C:1]([NH:9][CH:10]1[C:16](=[O:17])[N:15]2[CH:18]([C:22]([NH:24][CH:25]3[CH2:29][C:28](=[O:30])[O:27][CH:26]3[O:31]CC3C=CC=CC=3)=[O:23])[CH2:19][CH2:20][CH2:21][N:14]2[C:13](=[O:39])[CH2:12][CH2:11]1)(=[O:8])[C:2]1[CH:7]=[CH:6][CH:5]=[CH:4][CH:3]=1. (2) Given the product [CH3:25][C:22]1([CH3:26])[CH2:21][C:20]2[CH:19]=[CH:18][CH:17]=[C:16]([NH:15][C:8]3[CH:7]=[CH:6][C:5]4[C:4]([NH2:1])=[CH:13][CH:12]=[CH:11][C:10]=4[N:9]=3)[C:24]=2[O:23]1, predict the reactants needed to synthesize it. The reactants are: [N+:1]([C:4]1[CH:13]=[CH:12][CH:11]=[C:10]2[C:5]=1[CH:6]=[CH:7][C:8](Cl)=[N:9]2)([O-])=O.[NH2:15][C:16]1[C:24]2[O:23][C:22]([CH3:26])([CH3:25])[CH2:21][C:20]=2[CH:19]=[CH:18][CH:17]=1. (3) Given the product [C:17]1([CH:16]([C:23]2[CH:28]=[CH:27][CH:26]=[CH:25][CH:24]=2)[CH2:15][NH:14][C:4]2[N:3]=[C:2]([NH:29][C@H:30]([CH2:33][CH3:34])[CH2:31][OH:32])[N:10]=[C:9]3[C:5]=2[N:6]=[CH:7][N:8]3[CH2:11][CH2:12][CH3:13])[CH:22]=[CH:21][CH:20]=[CH:19][CH:18]=1, predict the reactants needed to synthesize it. The reactants are: Cl[C:2]1[N:10]=[C:9]2[C:5]([N:6]=[CH:7][N:8]2[CH2:11][CH2:12][CH3:13])=[C:4]([NH:14][CH2:15][CH:16]([C:23]2[CH:28]=[CH:27][CH:26]=[CH:25][CH:24]=2)[C:17]2[CH:22]=[CH:21][CH:20]=[CH:19][CH:18]=2)[N:3]=1.[NH2:29][C@H:30]([CH2:33][CH3:34])[CH2:31][OH:32].CCOCC. (4) The reactants are: I([O-])(=O)(=O)=O.[Na+].[CH2:7]([N:10]1[C:14]([CH3:15])=[C:13]([O:16][C:17]2[CH:18]=[C:19]([C:25]#[N:26])[CH:20]=[C:21]([CH:24]=2)[C:22]#[N:23])[C:12]([C:27]([CH3:30])([CH3:29])[CH3:28])=[N:11]1)[CH:8]=C.[OH2:31].[BH4-].[Na+]. Given the product [C:27]([C:12]1[C:13]([O:16][C:17]2[CH:18]=[C:19]([C:25]#[N:26])[CH:20]=[C:21]([CH:24]=2)[C:22]#[N:23])=[C:14]([CH3:15])[N:10]([CH2:7][CH2:8][OH:31])[N:11]=1)([CH3:30])([CH3:29])[CH3:28], predict the reactants needed to synthesize it. (5) Given the product [CH3:47][O:48][C:49](=[O:56])[CH2:50][C@@H:51]([CH3:55])[C:52](=[O:53])[N:8]1[CH2:9][CH2:10][C:11]2[S:15][CH:14]=[CH:13][C:12]=2[CH:7]1[C:1]1[CH:2]=[CH:3][CH:4]=[CH:5][CH:6]=1, predict the reactants needed to synthesize it. The reactants are: [C:1]1([CH:7]2[C:12]3[CH:13]=[CH:14][S:15][C:11]=3[CH2:10][CH2:9][NH:8]2)[CH:6]=[CH:5][CH:4]=[CH:3][CH:2]=1.CN(C(ON1N=NC2C=CC=NC1=2)=[N+](C)C)C.F[P-](F)(F)(F)(F)F.CCN(CC)CC.[CH3:47][O:48][C:49](=[O:56])[CH2:50][C@@H:51]([CH3:55])[C:52](O)=[O:53]. (6) Given the product [OH:41][N:40]=[C:8]([C:6]1[CH:5]=[CH:4][N:3]=[C:2]([CH3:1])[CH:7]=1)[CH2:9][CH:10]([C:18]1[CH:23]=[CH:22][C:21]([C:24]2[CH:25]=[CH:26][C:27]([C:30]([NH:32][CH2:33][CH2:34][C:35]([OH:37])=[O:36])=[O:31])=[CH:28][CH:29]=2)=[CH:20][CH:19]=1)[C:11]1[CH:16]=[CH:15][CH:14]=[CH:13][C:12]=1[CH3:17], predict the reactants needed to synthesize it. The reactants are: [CH3:1][C:2]1[CH:7]=[C:6]([C:8](=O)[CH2:9][CH:10]([C:18]2[CH:23]=[CH:22][C:21]([C:24]3[CH:29]=[CH:28][C:27]([C:30]([NH:32][CH2:33][CH2:34][C:35]([OH:37])=[O:36])=[O:31])=[CH:26][CH:25]=3)=[CH:20][CH:19]=2)[C:11]2[CH:16]=[CH:15][CH:14]=[CH:13][C:12]=2[CH3:17])[CH:5]=[CH:4][N:3]=1.Cl.[NH2:40][OH:41].C([O-])(O)=O.[Na+].